This data is from NCI-60 drug combinations with 297,098 pairs across 59 cell lines. The task is: Regression. Given two drug SMILES strings and cell line genomic features, predict the synergy score measuring deviation from expected non-interaction effect. (1) Drug 1: CN1CCC(CC1)COC2=C(C=C3C(=C2)N=CN=C3NC4=C(C=C(C=C4)Br)F)OC. Drug 2: CCC1(C2=C(COC1=O)C(=O)N3CC4=CC5=C(C=CC(=C5CN(C)C)O)N=C4C3=C2)O.Cl. Cell line: BT-549. Synergy scores: CSS=9.57, Synergy_ZIP=-7.15, Synergy_Bliss=-0.505, Synergy_Loewe=-25.1, Synergy_HSA=-2.65. (2) Drug 1: CN(C)C1=NC(=NC(=N1)N(C)C)N(C)C. Drug 2: CC1CCC2CC(C(=CC=CC=CC(CC(C(=O)C(C(C(=CC(C(=O)CC(OC(=O)C3CCCCN3C(=O)C(=O)C1(O2)O)C(C)CC4CCC(C(C4)OC)O)C)C)O)OC)C)C)C)OC. Cell line: MDA-MB-231. Synergy scores: CSS=14.4, Synergy_ZIP=-7.97, Synergy_Bliss=-5.60, Synergy_Loewe=-27.7, Synergy_HSA=-8.59.